This data is from Reaction yield outcomes from USPTO patents with 853,638 reactions. The task is: Predict the reaction yield, written as a fraction of the theoretical maximum amount of product (1.0 means a 100% yield; for example, 0.34 means a 34% yield). (1) The reactants are [F:1][C:2]1[C:3]([N:9]=[CH:10][N:11]([CH3:13])[CH3:12])=[N:4][C:5]([OH:8])=[N:6][CH:7]=1.C(N(CC)CC)C.[Cl:21][C:22]1[CH:27]=[CH:26][C:25]([S:28](Cl)(=[O:30])=[O:29])=[CH:24][CH:23]=1. The catalyst is ClCCl. The product is [Cl:21][C:22]1[CH:27]=[CH:26][C:25]([S:28]([N:6]2[CH:7]=[C:2]([F:1])[C:3]([N:9]=[CH:10][N:11]([CH3:13])[CH3:12])=[N:4][C:5]2=[O:8])(=[O:30])=[O:29])=[CH:24][CH:23]=1. The yield is 0.660. (2) The reactants are I[CH2:2][CH3:3].[CH3:4][C@@:5]12[C:22]([CH3:24])([CH3:23])[C@@H:8]([C:9]3[C:10](=[O:21])[N:11]([C:14]4[CH:19]=[CH:18][C:17]([CH3:20])=[CH:16][CH:15]=4)[NH:12][C:13]=31)[CH2:7][CH2:6]2.C(=O)([O-])[O-].[K+].[K+]. The catalyst is CN(C)C=O.O. The product is [CH2:2]([N:12]1[C:13]2[C@@:5]3([CH3:4])[C:22]([CH3:24])([CH3:23])[C@H:8]([CH2:7][CH2:6]3)[C:9]=2[C:10](=[O:21])[N:11]1[C:14]1[CH:19]=[CH:18][C:17]([CH3:20])=[CH:16][CH:15]=1)[CH3:3].[CH2:2]([O:21][C:10]1[N:11]([C:14]2[CH:19]=[CH:18][C:17]([CH3:20])=[CH:16][CH:15]=2)[N:12]=[C:13]2[C:9]=1[C@@H:8]1[C:22]([CH3:24])([CH3:23])[C@@:5]2([CH3:4])[CH2:6][CH2:7]1)[CH3:3]. The yield is 0.0700. (3) The reactants are Cl[C:2]1[CH:10]=[C:9]2[C:5](/[C:6](=[CH:12]/[C:13]3[CH:18]=[CH:17][CH:16]=[C:15]([Cl:19])[CH:14]=3)/[C:7](=[O:11])[NH:8]2)=[CH:4][CH:3]=1.[C:20]([O:24][C:25]([O:27]C(OC(C)(C)C)=O)=O)([CH3:23])([CH3:22])[CH3:21].[CH2:35]([N:37](CC)CC)C. The catalyst is CN(C)C1C=CN=CC=1.ClCCl. The product is [C:20]([O:24][C:25]([N:8]1[C:9]2[C:5](=[CH:4][CH:3]=[C:2]([C:35]#[N:37])[CH:10]=2)/[C:6](=[CH:12]/[C:13]2[CH:18]=[CH:17][CH:16]=[C:15]([Cl:19])[CH:14]=2)/[C:7]1=[O:11])=[O:27])([CH3:23])([CH3:22])[CH3:21]. The yield is 0.934. (4) The product is [CH3:1][C:2]1[N:7]=[C:6]([C:8]2[CH:13]=[CH:12][CH:11]=[C:10]([C:14]3[CH:15]=[C:16]([S:20]([N:41]4[CH2:42][CH2:43][CH:38]([O:37][CH2:36][CH2:35][OH:34])[CH2:39][CH2:40]4)(=[O:22])=[O:21])[CH:17]=[CH:18][CH:19]=3)[N:9]=2)[CH:5]=[C:4]([C:24]2[CH:29]=[CH:28][C:27]([C:30]([F:33])([F:32])[F:31])=[CH:26][CH:25]=2)[CH:3]=1. The catalyst is C1COCC1.CCOC(C)=O. The reactants are [CH3:1][C:2]1[N:7]=[C:6]([C:8]2[CH:13]=[CH:12][CH:11]=[C:10]([C:14]3[CH:15]=[C:16]([S:20](Cl)(=[O:22])=[O:21])[CH:17]=[CH:18][CH:19]=3)[N:9]=2)[CH:5]=[C:4]([C:24]2[CH:29]=[CH:28][C:27]([C:30]([F:33])([F:32])[F:31])=[CH:26][CH:25]=2)[CH:3]=1.[OH:34][CH2:35][CH2:36][O:37][CH:38]1[CH2:43][CH2:42][NH:41][CH2:40][CH2:39]1. The yield is 0.490. (5) The reactants are [C:1]12([C:11]3[CH:21]=[CH:20][C:14]([O:15][CH2:16][C:17](O)=[O:18])=[CH:13][CH:12]=3)[CH2:10][CH:5]3[CH2:6][CH:7]([CH2:9][CH:3]([CH2:4]3)[CH2:2]1)[CH2:8]2.[N:22]1([CH2:28][CH2:29][OH:30])[CH2:27][CH2:26][NH:25][CH2:24][CH2:23]1. No catalyst specified. The product is [C:1]12([C:11]3[CH:12]=[CH:13][C:14]([O:15][CH2:16][C:17]([N:25]4[CH2:26][CH2:27][N:22]([CH2:28][CH2:29][OH:30])[CH2:23][CH2:24]4)=[O:18])=[CH:20][CH:21]=3)[CH2:2][CH:3]3[CH2:9][CH:7]([CH2:6][CH:5]([CH2:4]3)[CH2:10]1)[CH2:8]2. The yield is 0.903. (6) The reactants are O1[C:5]2[CH:6]=[CH:7][C:8]([NH:10][N:11]=[C:12]([C:15]#[N:16])[C:13]#[N:14])=[CH:9][C:4]=2[O:3][CH2:2]1.C1OC2C=CC(N)=CC=2O1.C(#N)CC#N.[OH2:32].[NH2:33][NH2:34]. The catalyst is CC(C)=O. The product is [NH2:14][C:13]1[C:12](=[N:11][NH:10][C:8]2[CH:7]=[CH:6][C:5]3[O:32][CH2:2][O:3][C:4]=3[CH:9]=2)[C:15]([NH2:16])=[N:34][N:33]=1. The yield is 0.0100. (7) The reactants are [Br:1][C:2]1[CH:7]=[C:6]([N+:8]([O-:10])=[O:9])[C:5]([NH2:11])=[C:4]([CH3:12])[CH:3]=1.[C:13]([CH2:17][C:18](Cl)=[O:19])([CH3:16])([CH3:15])[CH3:14].O. The catalyst is C(#N)C. The product is [Br:1][C:2]1[CH:7]=[C:6]([N+:8]([O-:10])=[O:9])[C:5]([NH:11][C:18](=[O:19])[CH2:17][C:13]([CH3:16])([CH3:15])[CH3:14])=[C:4]([CH3:12])[CH:3]=1. The yield is 0.860. (8) The reactants are [Br:1][C:2]1[C:3]([CH3:14])=[C:4]([Cl:13])[CH:5]=[C:6]([CH:10](Cl)[CH3:11])[C:7]=1[O:8][CH3:9].[CH3:15][C:16]1[C:24]2[C:19](=[N:20][CH:21]=[N:22][C:23]=2[NH2:25])[NH:18][N:17]=1.[I-].[K+].C(=O)([O-])[O-].[Cs+].[Cs+]. The catalyst is CN(C)C=O.C(Cl)Cl. The product is [Br:1][C:2]1[C:7]([O:8][CH3:9])=[C:6]([CH:10]([N:18]2[C:19]3=[N:20][CH:21]=[N:22][C:23]([NH2:25])=[C:24]3[C:16]([CH3:15])=[N:17]2)[CH3:11])[CH:5]=[C:4]([Cl:13])[C:3]=1[CH3:14]. The yield is 0.500. (9) The reactants are [Cl:1][C:2]1[CH:3]=[C:4]([C@:8]([C@@H:15]2[CH2:20][CH2:19][CH2:18][N:17]([C:21]([O:23][C:24]([CH3:27])([CH3:26])[CH3:25])=[O:22])[CH2:16]2)([OH:14])[CH2:9][CH2:10][CH2:11][CH2:12][OH:13])[CH:5]=[CH:6][CH:7]=1.C([O-])(O)=O.[Na+].[Na+].[Br-].ClN1C(=O)N(Cl)C(=O)N(Cl)C1=O. The catalyst is CC(C)=O.CC1(C)N([O])C(C)(C)CCC1.CC(O)C. The product is [Cl:1][C:2]1[CH:3]=[C:4]([C@@:8]2([C@@H:15]3[CH2:20][CH2:19][CH2:18][N:17]([C:21]([O:23][C:24]([CH3:27])([CH3:26])[CH3:25])=[O:22])[CH2:16]3)[CH2:9][CH2:10][CH2:11][C:12](=[O:13])[O:14]2)[CH:5]=[CH:6][CH:7]=1. The yield is 0.810.